From a dataset of Peptide-MHC class I binding affinity with 185,985 pairs from IEDB/IMGT. Regression. Given a peptide amino acid sequence and an MHC pseudo amino acid sequence, predict their binding affinity value. This is MHC class I binding data. (1) The peptide sequence is VLYGPDAPTV. The MHC is HLA-A02:03 with pseudo-sequence HLA-A02:03. The binding affinity (normalized) is 0.744. (2) The peptide sequence is LLECFVRSSP. The MHC is H-2-Db with pseudo-sequence H-2-Db. The binding affinity (normalized) is 0. (3) The peptide sequence is RVKQWVMDTL. The MHC is HLA-A02:06 with pseudo-sequence HLA-A02:06. The binding affinity (normalized) is 0.0542.